Dataset: Experimentally validated miRNA-target interactions with 360,000+ pairs, plus equal number of negative samples. Task: Binary Classification. Given a miRNA mature sequence and a target amino acid sequence, predict their likelihood of interaction. The miRNA is mmu-miR-129-5p with sequence CUUUUUGCGGUCUGGGCUUGC. The protein sequence of the target gene is MAGPCCSPWVKLLLLAAMLSASLPGDLANRCKKAQVKSCTECIRVDKSCAYCTDELFKERRCNTQAELLAAGCRGESILVMESSLEITENTQIDTSLHRSQVSPQGLQVRLRPGEERSFVFQVFEPLESPVDLYILMDFSNSMSDDLDNLKQMGQNLAKILRQLTSDYTIGFGKFVDKVSVPQTDMRPEKLKEPWPNSDPPFSFKNVISLTENVEEFWNKLQGERISGNLDAPEGGFDAILQTAVCTRDIGWRADSTHLLVFSTESAFHYEADGANVLAGIMNRNDEKCHLDASGAYTQY.... Result: 1 (interaction).